From a dataset of Catalyst prediction with 721,799 reactions and 888 catalyst types from USPTO. Predict which catalyst facilitates the given reaction. (1) Reactant: C([CH2:8][C:9]([NH2:14])([CH3:13])[C:10]([OH:12])=O)(OC(C)(C)C)=O.C1N=CN(C(N2C=NC=C2)=O)C=1.[NH2:27][C:28]1[N:33]=[CH:32][C:31]([C:34]2[N:35]=[C:36]([N:47]3[CH2:52][CH2:51][O:50][CH2:49][CH2:48]3)[C:37]3[S:42][C:41]([C:43](=[N:45]O)[NH2:44])=[CH:40][C:38]=3[N:39]=2)=[CH:30][N:29]=1. Product: [NH2:14][C:9]([C:10]1[O:12][N:44]=[C:43]([C:41]2[S:42][C:37]3[C:36]([N:47]4[CH2:52][CH2:51][O:50][CH2:49][CH2:48]4)=[N:35][C:34]([C:31]4[CH:32]=[N:33][C:28]([NH2:27])=[N:29][CH:30]=4)=[N:39][C:38]=3[CH:40]=2)[N:45]=1)([CH3:8])[CH3:13]. The catalyst class is: 3. (2) Reactant: [NH2:1][C:2]1[C:7]([C:8]#[N:9])=[C:6]([O:10][CH2:11][CH3:12])[N:5]=[C:4]([C:13]([OH:15])=O)[CH:3]=1.[CH3:16][O:17][C:18]1[CH:25]=[CH:24][C:23]([O:26][CH3:27])=[CH:22][C:19]=1[CH2:20][NH2:21].CCN(CC)CC.CN(C(ON1N=NC2C=CC=CC1=2)=[N+](C)C)C.[B-](F)(F)(F)F. Product: [NH2:1][C:2]1[C:7]([C:8]#[N:9])=[C:6]([O:10][CH2:11][CH3:12])[N:5]=[C:4]([C:13]([NH:21][CH2:20][C:19]2[CH:22]=[C:23]([O:26][CH3:27])[CH:24]=[CH:25][C:18]=2[O:17][CH3:16])=[O:15])[CH:3]=1. The catalyst class is: 18. (3) Reactant: [B:1]1([C:10]2[NH:14][N:13]=[CH:12][CH:11]=2)[O:5]C(C)(C)C(C)(C)[O:2]1.[C:15]([Si:19]([O:22][CH2:23][CH2:24]I)([CH3:21])[CH3:20])([CH3:18])([CH3:17])[CH3:16].C([O-])([O-])=O.[Cs+].[Cs+].CCOC(C)=O. Product: [Si:19]([O:22][CH2:23][CH2:24][N:13]1[CH:12]=[CH:11][C:10]([B:1]([OH:2])[OH:5])=[N:14]1)([C:15]([CH3:18])([CH3:17])[CH3:16])([CH3:21])[CH3:20]. The catalyst class is: 18. (4) Reactant: [F:1][C:2]1[CH:3]=[C:4]([CH:29]=[CH:30][CH:31]=1)[CH2:5][N:6]1[C:14]2[C:9](=[CH:10][C:11]([NH:15][C:16]3[C:25]4[C:20](=[CH:21][C:22]([O:27][CH3:28])=[C:23]([NH2:26])[CH:24]=4)[N:19]=[CH:18][N:17]=3)=[CH:12][CH:13]=2)[CH:8]=[N:7]1.[Br:32][CH2:33]/[CH:34]=[CH:35]/[C:36](Cl)=[O:37].O. Product: [Br:32][CH2:33]/[CH:34]=[CH:35]/[C:36]([NH:26][C:23]1[CH:24]=[C:25]2[C:20](=[CH:21][C:22]=1[O:27][CH3:28])[N:19]=[CH:18][N:17]=[C:16]2[NH:15][C:11]1[CH:10]=[C:9]2[C:14](=[CH:13][CH:12]=1)[N:6]([CH2:5][C:4]1[CH:29]=[CH:30][CH:31]=[C:2]([F:1])[CH:3]=1)[N:7]=[CH:8]2)=[O:37]. The catalyst class is: 1. (5) Reactant: [NH2:1][CH2:2][C:3]1[CH:4]=[CH:5][C:6]([Cl:19])=[C:7]([O:9][C:10]2[CH:11]=[C:12]([CH:15]=[C:16]([Cl:18])[CH:17]=2)[C:13]#[N:14])[CH:8]=1.[CH3:20][O:21][C:22]1[CH:27]=[CH:26][C:25]([S:28](Cl)(=[O:30])=[O:29])=[CH:24][CH:23]=1.CCN(C(C)C)C(C)C. Product: [Cl:19][C:6]1[CH:5]=[CH:4][C:3]([CH2:2][NH:1][S:28]([C:25]2[CH:24]=[CH:23][C:22]([O:21][CH3:20])=[CH:27][CH:26]=2)(=[O:30])=[O:29])=[CH:8][C:7]=1[O:9][C:10]1[CH:11]=[C:12]([C:13]#[N:14])[CH:15]=[C:16]([Cl:18])[CH:17]=1. The catalyst class is: 2. (6) Reactant: [C:1]1([NH2:8])[CH:6]=[CH:5][CH:4]=[CH:3][C:2]=1[NH2:7].[CH3:9][C:10]1[CH:18]=[C:17]([CH3:19])[CH:16]=[C:15]([CH3:20])[C:11]=1[C:12](O)=O. Product: [C:10]1([CH3:9])[CH:18]=[C:17]([CH3:19])[CH:16]=[C:15]([CH3:20])[C:11]=1[C:12]1[NH:7][C:2]2[CH:3]=[CH:4][CH:5]=[CH:6][C:1]=2[N:8]=1. The catalyst class is: 6. (7) Reactant: [C:1](#[N:5])[CH:2]([CH3:4])[CH3:3].C([Li])CCC.[Cl:11][C:12]1[CH:17]=[CH:16][C:15]([CH:18]([C:33]2[CH:38]=[CH:37][C:36]([Cl:39])=[CH:35][CH:34]=2)[N:19]2[CH2:22][CH:21]([C:23]([C:25]3[CH:30]=[C:29]([F:31])[CH:28]=[C:27]([F:32])[CH:26]=3)=[O:24])[CH2:20]2)=[CH:14][CH:13]=1.[NH4+].[Cl-]. Product: [Cl:11][C:12]1[CH:17]=[CH:16][C:15]([CH:18]([C:33]2[CH:34]=[CH:35][C:36]([Cl:39])=[CH:37][CH:38]=2)[N:19]2[CH2:22][CH:21]([C:23]([C:25]3[CH:30]=[C:29]([F:31])[CH:28]=[C:27]([F:32])[CH:26]=3)([OH:24])[C:2]([CH3:4])([CH3:3])[C:1]#[N:5])[CH2:20]2)=[CH:14][CH:13]=1. The catalyst class is: 116. (8) Product: [BH3:1].[Br:27][C:26]1[CH:25]=[C:24]([CH3:28])[C:23]([CH3:29])=[CH:22][C:21]=1[P:8]([C:9]1[CH:10]=[CH:11][CH:12]=[CH:13][CH:14]=1)[C:2]1[CH:7]=[CH:6][CH:5]=[CH:4][CH:3]=1. The catalyst class is: 1. Reactant: [BH3:1].[C:2]1([PH:8][C:9]2[CH:14]=[CH:13][CH:12]=[CH:11][CH:10]=2)[CH:7]=[CH:6][CH:5]=[CH:4][CH:3]=1.[Li]CCCC.Br[C:21]1[CH:22]=[C:23]([CH3:29])[C:24]([CH3:28])=[CH:25][C:26]=1[Br:27]. (9) The catalyst class is: 25. Product: [ClH:1].[C:14]1([C@H:13]2[C@@H:12]([C:20]3[CH:21]=[CH:22][CH:23]=[CH:24][CH:25]=3)[NH:11][C:10]([NH:26][CH2:27][CH:28]3[CH2:29][CH2:30][CH2:31][CH2:32][CH2:33]3)=[N:9]2)[CH:15]=[CH:16][CH:17]=[CH:18][CH:19]=1. Reactant: [ClH:1].C(OC([N:9]1[C@H:13]([C:14]2[CH:19]=[CH:18][CH:17]=[CH:16][CH:15]=2)[C@H:12]([C:20]2[CH:25]=[CH:24][CH:23]=[CH:22][CH:21]=2)[N:11]=[C:10]1[NH:26][CH2:27][CH:28]1[CH2:33][CH2:32][CH2:31][CH2:30][CH2:29]1)=O)(C)(C)C. (10) Reactant: [Cl:1][C:2]1[CH:3]=[C:4]([C:9](=[O:11])[CH3:10])[CH:5]=[CH:6][C:7]=1[CH3:8].[F:12][CH:13]([F:19])[C:14](OCC)=[O:15].C[O-].[Na+].C(OCC)(=O)C. Product: [Cl:1][C:2]1[CH:3]=[C:4]([C:9](=[O:11])[CH2:10][C:14](=[O:15])[CH:13]([F:19])[F:12])[CH:5]=[CH:6][C:7]=1[CH3:8]. The catalyst class is: 27.